Dataset: HIV replication inhibition screening data with 41,000+ compounds from the AIDS Antiviral Screen. Task: Binary Classification. Given a drug SMILES string, predict its activity (active/inactive) in a high-throughput screening assay against a specified biological target. The compound is O=c1oc2ccccc2cc1C=NN1C(=S)N(c2ccccc2)C(=Nc2ccccc2)C1=Nc1ccccc1. The result is 0 (inactive).